Dataset: Peptide-MHC class I binding affinity with 185,985 pairs from IEDB/IMGT. Task: Regression. Given a peptide amino acid sequence and an MHC pseudo amino acid sequence, predict their binding affinity value. This is MHC class I binding data. (1) The peptide sequence is YMKKRYEEF. The MHC is HLA-A32:07 with pseudo-sequence HLA-A32:07. The binding affinity (normalized) is 0.497. (2) The peptide sequence is ILLKATLLAV. The MHC is HLA-A02:17 with pseudo-sequence HLA-A02:17. The binding affinity (normalized) is 0.467. (3) The peptide sequence is AMYAPYGPF. The MHC is BoLA-D18.4 with pseudo-sequence BoLA-D18.4. The binding affinity (normalized) is 1.00. (4) The peptide sequence is WLTKKGDSY. The MHC is Mamu-A02 with pseudo-sequence Mamu-A02. The binding affinity (normalized) is 0.755. (5) The peptide sequence is MAMTGLPQA. The MHC is HLA-B15:17 with pseudo-sequence HLA-B15:17. The binding affinity (normalized) is 0.0847.